This data is from Reaction yield outcomes from USPTO patents with 853,638 reactions. The task is: Predict the reaction yield, written as a fraction of the theoretical maximum amount of product (1.0 means a 100% yield; for example, 0.34 means a 34% yield). (1) The reactants are Cl[C:2]1[N:11]=[C:10]([NH:12][CH2:13][CH:14]([C:21]2[CH:26]=[CH:25][N:24]=[CH:23][CH:22]=2)[C:15]2[CH:20]=[CH:19][N:18]=[CH:17][CH:16]=2)[C:9]2[C:4](=[CH:5][CH:6]=[CH:7][CH:8]=2)[N:3]=1.[CH3:27][C:28]1[C:33](B(O)O)=[CH:32][N:31]2[CH:37]=[CH:38][N:39]=[C:30]2[CH:29]=1.C(NC1C2C(=CC=CC=2)N=C(C2SC3C=CC=CC=3C=2)N=1)(C1C=CC=CC=1)C1C=CC=CC=1. The catalyst is C(Cl)(Cl)Cl.CO. The product is [N:18]1[CH:19]=[CH:20][C:15]([CH:14]([C:21]2[CH:26]=[CH:25][N:24]=[CH:23][CH:22]=2)[CH2:13][NH:12][C:10]2[C:9]3[C:4](=[CH:5][CH:6]=[CH:7][CH:8]=3)[N:3]=[C:2]([C:33]3[C:28]([CH3:27])=[CH:29][C:30]4[N:31]([CH:37]=[CH:38][N:39]=4)[CH:32]=3)[N:11]=2)=[CH:16][CH:17]=1. The yield is 0.180. (2) The reactants are C[C:2]1[C:9]([OH:10])=[C:8]([O:11][C:12]2[CH:17]=[CH:16][C:15]([B:18]3[O:22][C:21](C)(C)C(C)(C)[O:19]3)=[C:14](C=O)[CH:13]=2)[CH:7]=[CH:6][C:3]=1[C:4]#[N:5].[BH4-].[Na+]. The catalyst is CO. The product is [C:4]([C:3]1[CH:6]=[CH:7][C:8]([O:11][C:12]2[CH:13]=[CH:14][C:15]3[B:18]([OH:19])[O:22][CH2:21][C:16]=3[CH:17]=2)=[C:9]([OH:10])[CH:2]=1)#[N:5]. The yield is 0.630. (3) The reactants are Br[C:2]1[CH:3]=[C:4]2[C:8](=[CH:9][CH:10]=1)[NH:7][CH:6]=[C:5]2[CH2:11][C:12]([N:14]([CH3:16])[CH3:15])=[O:13].[S:17]1[CH:21]=[CH:20][CH:19]=[C:18]1B(O)O.C(=O)([O-])[O-].[Cs+].[Cs+].[OH-].[Na+]. The catalyst is COCCOC. The product is [CH3:15][N:14]([CH3:16])[C:12](=[O:13])[CH2:11][C:5]1[C:4]2[C:8](=[CH:9][CH:10]=[C:2]([C:18]3[S:17][CH:21]=[CH:20][CH:19]=3)[CH:3]=2)[NH:7][CH:6]=1. The yield is 0.540. (4) The reactants are [BH4-].[Na+].[F:3][C:4]1[C:16]([F:17])=[C:15]([F:18])[CH:14]=[CH:13][C:5]=1[NH:6][C@@H:7]([CH3:12])[C:8](OC)=[O:9].Cl.C(=O)([O-])O.[Na+]. The catalyst is CC(O)C.CO. The product is [F:3][C:4]1[C:16]([F:17])=[C:15]([F:18])[CH:14]=[CH:13][C:5]=1[NH:6][C@@H:7]([CH3:12])[CH2:8][OH:9]. The yield is 0.840. (5) The catalyst is O. The yield is 0.950. The reactants are [Br:1][C:2]1[C:3]([CH2:9][CH2:10][CH3:11])=[CH:4][C:5](N)=[N:6][CH:7]=1.[BrH:12].BrBr.N([O-])=O.[Na+].[OH-].[Na+]. The product is [Br:12][C:5]1[CH:4]=[C:3]([CH2:9][CH2:10][CH3:11])[C:2]([Br:1])=[CH:7][N:6]=1.